This data is from Full USPTO retrosynthesis dataset with 1.9M reactions from patents (1976-2016). The task is: Predict the reactants needed to synthesize the given product. (1) Given the product [CH:25]([O:28][C:29]1[CH:30]=[CH:31][C:32]([CH:35]([NH:38][C:8]([N:6]2[CH2:7][C:2](=[O:1])[NH:3][C:4]3[CH:23]=[CH:22][CH:21]=[N:20][C:5]2=3)=[O:10])[CH2:36][CH3:37])=[CH:33][CH:34]=1)([CH3:27])[CH3:26], predict the reactants needed to synthesize it. The reactants are: [O:1]=[C:2]1[CH2:7][N:6]([C:8]([O:10]C2C=CC([N+]([O-])=O)=CC=2)=O)[C:5]2[N:20]=[CH:21][CH:22]=[CH:23][C:4]=2[NH:3]1.Cl.[CH:25]([O:28][C:29]1[CH:34]=[CH:33][C:32]([CH:35]([NH2:38])[CH2:36][CH3:37])=[CH:31][CH:30]=1)([CH3:27])[CH3:26].C(N(CC)CC)C.O. (2) The reactants are: [C@H:1]12[CH2:31][C@H:4]([N:5]([C:7]([C:9]3[CH:14]=[CH:13][C:12]([NH:15][C:16]4[N:21]=[C:20]([C:22]5[N:23]([CH:28]([CH3:30])[CH3:29])[C:24]([CH3:27])=[N:25][CH:26]=5)[CH:19]=[CH:18][N:17]=4)=[CH:11][CH:10]=3)=[O:8])[CH2:6]1)[CH2:3][NH:2]2.C=O.[C:34]([BH3-])#N.[Na+].[OH-].[Na+]. Given the product [CH3:34][N:2]1[C@H:1]2[CH2:31][C@H:4]([N:5]([C:7]([C:9]3[CH:10]=[CH:11][C:12]([NH:15][C:16]4[N:21]=[C:20]([C:22]5[N:23]([CH:28]([CH3:29])[CH3:30])[C:24]([CH3:27])=[N:25][CH:26]=5)[CH:19]=[CH:18][N:17]=4)=[CH:13][CH:14]=3)=[O:8])[CH2:6]2)[CH2:3]1, predict the reactants needed to synthesize it. (3) Given the product [I:8][C:7]1[C:2]2[O:19][C:13](=[O:14])[NH:12][C:3]=2[CH:4]=[C:5]([N+:9]([O-:11])=[O:10])[CH:6]=1, predict the reactants needed to synthesize it. The reactants are: O[C:2]1[C:7]([I:8])=[CH:6][C:5]([N+:9]([O-:11])=[O:10])=[CH:4][C:3]=1[NH:12][C:13](=[O:19])[O:14]C(C)(C)C.C1N=CN(C(N2C=NC=C2)=O)C=1. (4) Given the product [Br:1][C:2]1[CH:10]=[CH:9][C:8]([C:11]([NH2:12])=[O:13])=[C:7]2[C:3]=1[C:4]1[CH:17]=[C:16]([C:33]([OH:32])([CH3:29])[CH3:24])[N:15]=[CH:14][C:5]=1[NH:6]2, predict the reactants needed to synthesize it. The reactants are: [Br:1][C:2]1[CH:10]=[CH:9][C:8]([C:11](=[O:13])[NH2:12])=[C:7]2[C:3]=1[C:4]1[CH:17]=[C:16](C(OCC)=O)[N:15]=[CH:14][C:5]=1[NH:6]2.Cl.[C:24]([O-])(O)=O.[Na+].[CH2:29]1[CH2:33][O:32]CC1. (5) Given the product [C:51]([C:50]1[CH:54]=[CH:55][C:47]([C:12]2[C:13]([CH3:43])([CH3:42])[C@H:14]3[C@:27]([CH3:30])([CH2:28][CH:29]=2)[C@@H:26]2[C@:17]([CH3:41])([C@@:18]4([CH3:40])[C@H:23]([CH2:24][CH2:25]2)[C@H:22]2[C@H:31]([C:34]([CH3:36])=[CH2:35])[CH2:32][CH2:33][C@:21]2([C:37]([OH:39])=[O:38])[CH2:20][CH2:19]4)[CH2:16][CH2:15]3)=[CH:48][C:49]=1[Cl:56])([OH:53])=[O:52], predict the reactants needed to synthesize it. The reactants are: C(CCC1C=CC([C:12]2[C:13]([CH3:43])([CH3:42])[C@H:14]3[C@:27]([CH3:30])([CH2:28][CH:29]=2)[C@@H:26]2[C@:17]([CH3:41])([C@@:18]4([CH3:40])[C@H:23]([CH2:24][CH2:25]2)[C@H:22]2[C@H:31]([C:34]([CH3:36])=[CH2:35])[CH2:32][CH2:33][C@:21]2([C:37]([OH:39])=[O:38])[CH2:20][CH2:19]4)[CH2:16][CH2:15]3)=CC=1)(O)=O.B([C:47]1[CH:55]=[CH:54][C:50]([C:51]([OH:53])=[O:52])=[C:49]([Cl:56])[CH:48]=1)(O)O.B(O)O. (6) Given the product [NH2:8][C@H:9]([CH2:13][C:14]1[CH:15]=[CH:16][C:17]([O:20][CH2:21][CH3:22])=[CH:18][CH:19]=1)[C:10]([OH:12])=[O:11], predict the reactants needed to synthesize it. The reactants are: C(OC([NH:8][C@H:9]([CH2:13][C:14]1[CH:19]=[CH:18][C:17]([O:20][CH2:21][CH3:22])=[CH:16][CH:15]=1)[C:10]([OH:12])=[O:11])=O)CCC.Cl.N[C@H](CC1C=CC(OCC)=CC=1)C(O)=O.